Task: Predict the reactants needed to synthesize the given product.. Dataset: Full USPTO retrosynthesis dataset with 1.9M reactions from patents (1976-2016) (1) Given the product [C:23]([O:27][C:28](=[O:48])[NH:29][CH2:30][CH2:31][N:32]([CH2:33][CH2:34][CH:35]([C:36]1[CH:37]=[CH:38][CH:39]=[CH:40][CH:41]=1)[C:42]1[CH:43]=[CH:44][CH:45]=[CH:46][CH:47]=1)[C:1]([NH:13][C:14]1[S:15][C:16]2[CH:22]=[CH:21][CH:20]=[CH:19][C:17]=2[N:18]=1)=[O:2])([CH3:26])([CH3:24])[CH3:25], predict the reactants needed to synthesize it. The reactants are: [C:1](C1NC=CN=1)(C1NC=CN=1)=[O:2].[NH2:13][C:14]1[S:15][C:16]2[CH:22]=[CH:21][CH:20]=[CH:19][C:17]=2[N:18]=1.[C:23]([O:27][C:28](=[O:48])[NH:29][CH2:30][CH2:31][NH:32][CH2:33][CH2:34][CH:35]([C:42]1[CH:47]=[CH:46][CH:45]=[CH:44][CH:43]=1)[C:36]1[CH:41]=[CH:40][CH:39]=[CH:38][CH:37]=1)([CH3:26])([CH3:25])[CH3:24].C(=O)(O)[O-].[Na+]. (2) Given the product [NH2:1][C:2]1[N:7]=[C:6]([N:8]2[CH2:20][CH2:19][C:11]3([CH2:15][NH:14][C@H:13]([C:16]([OH:18])=[O:17])[CH2:12]3)[CH2:10][CH2:9]2)[CH:5]=[C:4]([O:21][C@H:22]([C:27]2[CH:32]=[CH:31][C:30]([C:33]3[CH:38]=[CH:37][C:36]([O:39][CH2:40][CH2:41][CH3:49])=[CH:35][CH:34]=3)=[CH:29][C:28]=2[C:43]2[CH:44]=[CH:45][CH:46]=[CH:47][CH:48]=2)[C:23]([F:24])([F:26])[F:25])[N:3]=1, predict the reactants needed to synthesize it. The reactants are: [NH2:1][C:2]1[N:7]=[C:6]([N:8]2[CH2:20][CH2:19][C:11]3([CH2:15][NH:14][C@H:13]([C:16]([OH:18])=[O:17])[CH2:12]3)[CH2:10][CH2:9]2)[CH:5]=[C:4]([O:21][C@H:22]([C:27]2[CH:32]=[CH:31][C:30]([C:33]3[CH:38]=[CH:37][C:36]([O:39][CH:40](C)[CH3:41])=[CH:35][CH:34]=3)=[CH:29][C:28]=2[C:43]2[CH:48]=[CH:47][CH:46]=[CH:45][CH:44]=2)[C:23]([F:26])([F:25])[F:24])[N:3]=1.[CH:49](OC1C=CC(B(O)O)=CC=1)(C)C. (3) Given the product [S:2]1[CH:6]=[CH:5][CH:4]=[C:3]1[C:7](=[NH:8])[NH:11][C:12]1[CH:13]=[CH:14][C:15]2[N:20]([CH:21]3[CH2:25][CH2:24][N:23]([C:26]([O:28][C:29]([CH3:31])([CH3:30])[CH3:32])=[O:27])[CH2:22]3)[CH2:19][CH2:18][S:17][C:16]=2[CH:33]=1, predict the reactants needed to synthesize it. The reactants are: I.[S:2]1[CH:6]=[CH:5][CH:4]=[C:3]1[C:7](SC)=[NH:8].[NH2:11][C:12]1[CH:13]=[CH:14][C:15]2[N:20]([CH:21]3[CH2:25][CH2:24][N:23]([C:26]([O:28][C:29]([CH3:32])([CH3:31])[CH3:30])=[O:27])[CH2:22]3)[CH2:19][CH2:18][S:17][C:16]=2[CH:33]=1. (4) The reactants are: Cl[C:2]1[N:3]=[C:4]([NH:22][C:23]2[CH:31]=[C:30]3[C:26]([CH:27]=[N:28][NH:29]3)=[CH:25][CH:24]=2)[C:5]2[C:10]([CH3:11])=[CH:9][N:8]([S:12]([C:15]3[CH:21]=[CH:20][C:18]([CH3:19])=[CH:17][CH:16]=3)(=[O:14])=[O:13])[C:6]=2[N:7]=1.[NH2:32][C:33]1[CH:38]=[CH:37][C:36]([N:39]2[CH2:44][CH2:43][N:42]([C:45](=[O:47])[CH3:46])[CH2:41][CH2:40]2)=[CH:35][CH:34]=1.C[Si](Cl)(C)C. Given the product [NH:29]1[C:30]2[C:26](=[CH:25][CH:24]=[C:23]([NH:22][C:4]3[C:5]4[C:10]([CH3:11])=[CH:9][N:8]([S:12]([C:15]5[CH:21]=[CH:20][C:18]([CH3:19])=[CH:17][CH:16]=5)(=[O:14])=[O:13])[C:6]=4[N:7]=[C:2]([NH:32][C:33]4[CH:34]=[CH:35][C:36]([N:39]5[CH2:40][CH2:41][N:42]([C:45](=[O:47])[CH3:46])[CH2:43][CH2:44]5)=[CH:37][CH:38]=4)[N:3]=3)[CH:31]=2)[CH:27]=[N:28]1, predict the reactants needed to synthesize it. (5) Given the product [CH2:18]([S:1][C:2]1[N:6]2[C:7]([C:14]([F:16])([F:17])[F:15])=[CH:8][CH:9]=[C:10]([C:11]([OH:13])=[O:12])[C:5]2=[N:4][N:3]=1)[CH3:19], predict the reactants needed to synthesize it. The reactants are: [S:1]=[C:2]1[N:6]2[C:7]([C:14]([F:17])([F:16])[F:15])=[CH:8][CH:9]=[C:10]([C:11]([OH:13])=[O:12])[C:5]2=[N:4][NH:3]1.[CH2:18](I)[CH3:19]. (6) The reactants are: [CH2:1]([CH:4]1[CH2:9][CH2:8][CH:7]([C:10]2[CH:15]=[CH:14][C:13]([C:16]3[Se:17][CH:18]=[CH:19][CH:20]=3)=[CH:12][CH:11]=2)[CH2:6][CH2:5]1)[CH2:2][CH3:3].[Li]CCCC.[CH:26](N1CCOCC1)=[O:27]. Given the product [CH2:1]([CH:4]1[CH2:5][CH2:6][CH:7]([C:10]2[CH:15]=[CH:14][C:13]([C:16]3[Se:17][C:18]([CH:26]=[O:27])=[CH:19][CH:20]=3)=[CH:12][CH:11]=2)[CH2:8][CH2:9]1)[CH2:2][CH3:3], predict the reactants needed to synthesize it. (7) Given the product [Br:1][C:2]1[CH:3]=[CH:4][C:5]([N:8]2[CH:12]=[C:11]([C:13]#[N:14])[N:10]=[CH:9]2)=[N:6][CH:7]=1, predict the reactants needed to synthesize it. The reactants are: [Br:1][C:2]1[CH:3]=[CH:4][C:5]([N:8]2[CH:12]=[C:11]([CH:13]=[N:14]O)[N:10]=[CH:9]2)=[N:6][CH:7]=1. (8) Given the product [CH2:32]([O:31][C@H:19]([CH2:20][CH2:21][CH2:22][CH2:23][CH2:24][CH2:25][CH2:26][CH2:27][CH2:28][CH2:29][CH3:30])[CH2:18][C:17]([NH:16][C@H:13]([CH2:12][CH2:11][CH2:10][NH:9][CH2:23][CH2:22][CH2:21][CH2:20][CH2:19][CH:18]=[CH2:17])[CH2:14][OH:15])=[O:39])[C:33]1[CH:38]=[CH:37][CH:36]=[CH:35][CH:34]=1, predict the reactants needed to synthesize it. The reactants are: [O-]S(C(F)(F)F)(=O)=O.[NH2:9][CH2:10][CH2:11][CH2:12][C@@H:13]([NH:16][C:17](=[O:39])[CH2:18][C@H:19]([O:31][CH2:32][C:33]1[CH:38]=[CH:37][CH:36]=[CH:35][CH:34]=1)[CH2:20][CH2:21][CH2:22][CH2:23][CH2:24][CH2:25][CH2:26][CH2:27][CH2:28][CH2:29][CH3:30])[CH2:14][OH:15]. (9) Given the product [NH:1]1[C:9]2[C:4](=[CH:5][CH:6]=[CH:7][CH:8]=2)[C:3]([CH:10]([NH2:12])[CH3:11])=[CH:2]1, predict the reactants needed to synthesize it. The reactants are: [NH:1]1[C:9]2[C:4](=[CH:5][CH:6]=[CH:7][CH:8]=2)[C:3]([C:10](=[N:12]O)[CH3:11])=[CH:2]1.C(O)(=O)C.[H][H].